This data is from Reaction yield outcomes from USPTO patents with 853,638 reactions. The task is: Predict the reaction yield, written as a fraction of the theoretical maximum amount of product (1.0 means a 100% yield; for example, 0.34 means a 34% yield). (1) The reactants are C(N(CC)CC)C.[C:8](Cl)(=[O:10])[CH3:9].[CH2:12]([N:16]1[C:24]([N:25]2[CH2:30][CH2:29][NH:28][CH2:27][CH2:26]2)=[N:23][C:22]2[C:17]1=[N:18][C:19]([C:37]1[CH:38]=[N:39][C:40]([NH2:43])=[N:41][CH:42]=1)=[N:20][C:21]=2[N:31]1[CH2:36][CH2:35][O:34][CH2:33][CH2:32]1)[CH:13]([CH3:15])[CH3:14]. The catalyst is CN1CCCC1=O. The product is [C:8]([N:28]1[CH2:27][CH2:26][N:25]([C:24]2[N:16]([CH2:12][CH:13]([CH3:15])[CH3:14])[C:17]3[C:22]([N:23]=2)=[C:21]([N:31]2[CH2:32][CH2:33][O:34][CH2:35][CH2:36]2)[N:20]=[C:19]([C:37]2[CH:38]=[N:39][C:40]([NH2:43])=[N:41][CH:42]=2)[N:18]=3)[CH2:30][CH2:29]1)(=[O:10])[CH3:9]. The yield is 0.610. (2) The reactants are [NH2:1][CH2:2][CH:3]([CH3:24])[CH2:4][C:5]([NH:7][C:8]1[CH:9]=[C:10]2[C:15](=[CH:16][CH:17]=1)[N:14]([CH2:18][CH3:19])[C:13](=[O:20])[N:12]([CH2:21][CH3:22])[C:11]2=[O:23])=[O:6].[Br:25][C:26]1[CH:34]=[CH:33][C:29]([C:30](O)=[O:31])=[CH:28][C:27]=1[Cl:35].CN(C(ON1N=NC2C=CC=NC1=2)=[N+](C)C)C.F[P-](F)(F)(F)(F)F. The catalyst is CN(C=O)C.[Cl-].[Na+].O. The product is [Br:25][C:26]1[CH:34]=[CH:33][C:29]([C:30]([NH:1][CH2:2][CH:3]([CH3:24])[CH2:4][C:5]([NH:7][C:8]2[CH:9]=[C:10]3[C:15](=[CH:16][CH:17]=2)[N:14]([CH2:18][CH3:19])[C:13](=[O:20])[N:12]([CH2:21][CH3:22])[C:11]3=[O:23])=[O:6])=[O:31])=[CH:28][C:27]=1[Cl:35]. The yield is 0.263. (3) The reactants are COC(=O)C(NC1C=C(Cl)C=C(Cl)C=1OCC1C=CC=CC=1)=CC([O-])=O.C([O:34][C:35]([C:37]1[CH:46]=[C:45]([O:47]CC2C=CC=CC=2)[C:44]2[C:39](=[C:40]([O:62]CC3C=CC=CC=3)[CH:41]=[C:42]([C:55]3[CH:60]=[CH:59][C:58]([F:61])=[CH:57][CH:56]=3)[CH:43]=2)[N:38]=1)=[O:36])C1C=CC=CC=1. No catalyst specified. The product is [F:61][C:58]1[CH:57]=[CH:56][C:55]([C:42]2[CH:43]=[C:44]3[C:39](=[C:40]([OH:62])[CH:41]=2)[N:38]=[C:37]([C:35]([OH:36])=[O:34])[CH:46]=[C:45]3[OH:47])=[CH:60][CH:59]=1. The yield is 0.950. (4) The reactants are NC1(C2C=CC(C3OC4C(=O)N(C)C=CC=4C=3C3C=CC=CC=3)=CC=2)CCC1.[CH3:29][N:30]1[C:35]2[O:36][C:37]([C:45]3[CH:50]=[CH:49][C:48]([C:51]4([NH:55]C(=O)OC(C)(C)C)[CH2:54][CH2:53][CH2:52]4)=[CH:47][CH:46]=3)=[C:38]([C:39]3[CH:44]=[CH:43][CH:42]=[CH:41][CH:40]=3)[C:34]=2[C:33](=[O:63])[N:32]([CH3:64])[C:31]1=[O:65]. No catalyst specified. The product is [NH2:55][C:51]1([C:48]2[CH:47]=[CH:46][C:45]([C:37]3[O:36][C:35]4[N:30]([CH3:29])[C:31](=[O:65])[N:32]([CH3:64])[C:33](=[O:63])[C:34]=4[C:38]=3[C:39]3[CH:40]=[CH:41][CH:42]=[CH:43][CH:44]=3)=[CH:50][CH:49]=2)[CH2:52][CH2:53][CH2:54]1. The yield is 0.480. (5) The reactants are [CH3:1][O:2][C:3](=[O:29])[NH:4][C@H:5]([C:9]([N:11]1[CH2:15][C@@H:14]([OH:16])[CH2:13][C@H:12]1[C:17]1[NH:18][CH:19]=[C:20]([C:22]2[CH:27]=[CH:26][C:25](Br)=[CH:24][CH:23]=2)[N:21]=1)=[O:10])[CH:6]([CH3:8])[CH3:7].CC1(C)C(C)(C)OB([C:38]2[CH:43]=[CH:42][C:41]([NH2:44])=[CH:40][CH:39]=2)O1.C(=O)([O-])[O-].[Na+].[Na+]. The catalyst is O1CCOCC1.O.C1C=CC(P(C2C=CC=CC=2)[C-]2C=CC=C2)=CC=1.C1C=CC(P(C2C=CC=CC=2)[C-]2C=CC=C2)=CC=1.Cl[Pd]Cl.[Fe+2]. The product is [CH3:1][O:2][C:3](=[O:29])[NH:4][C@H:5]([C:9]([N:11]1[CH2:15][C@@H:14]([OH:16])[CH2:13][C@H:12]1[C:17]1[NH:18][CH:19]=[C:20]([C:22]2[CH:27]=[CH:26][C:25]([C:38]3[CH:43]=[CH:42][C:41]([NH2:44])=[CH:40][CH:39]=3)=[CH:24][CH:23]=2)[N:21]=1)=[O:10])[CH:6]([CH3:8])[CH3:7]. The yield is 0.650. (6) The reactants are [Cl:1][C:2]1[CH:3]=[C:4]([CH2:8][CH2:9][O:10][CH2:11][C:12]([NH:14][C:15]([C:17]2[CH:22]=[C:21]([Cl:23])[N:20]=[N:19][C:18]=2Cl)=[O:16])=[NH:13])[CH:5]=[CH:6][CH:7]=1.C([O-])([O-])=O.[K+].[K+].O.Cl. The catalyst is CN(C=O)C. The product is [Cl:23][C:21]1[N:20]=[N:19][C:18]2[N:13]=[C:12]([CH2:11][O:10][CH2:9][CH2:8][C:4]3[CH:5]=[CH:6][CH:7]=[C:2]([Cl:1])[CH:3]=3)[NH:14][C:15](=[O:16])[C:17]=2[CH:22]=1. The yield is 0.00500. (7) The reactants are [F:1][C:2]1[CH:17]=[C:16]([F:18])[CH:15]=[CH:14][C:3]=1[CH2:4][C@H:5]([CH2:12][CH3:13])[CH2:6]OS(C)(=O)=O.[I-:19].[Na+]. The catalyst is CC(C)=O. The product is [F:1][C:2]1[CH:17]=[C:16]([F:18])[CH:15]=[CH:14][C:3]=1[CH2:4][C@@H:5]([CH2:6][I:19])[CH2:12][CH3:13]. The yield is 0.910. (8) The reactants are N[C:2]1[CH:3]=[C:4]([CH:8]=[CH:9][C:10]=1[C:11]([O:13][CH3:14])=[O:12])[C:5]([OH:7])=[O:6].N([O-])=O.[Na+].CCOC(C)=O.[ClH:25]. The catalyst is C(O)(=O)C.Cl[Cu]. The product is [Cl:25][C:2]1[CH:3]=[C:4]([CH:8]=[CH:9][C:10]=1[C:11]([O:13][CH3:14])=[O:12])[C:5]([OH:7])=[O:6]. The yield is 0.930. (9) The reactants are Cl.[Cl:2][C:3]1[CH:4]=[C:5]([C:10]2(O)[CH2:15][CH2:14][N:13](C(OC(C)(C)C)=O)[CH2:12][CH2:11]2)[CH:6]=[CH:7][C:8]=1[Cl:9]. No catalyst specified. The product is [ClH:2].[Cl:2][C:3]1[CH:4]=[C:5]([C:10]2[CH2:15][CH2:14][NH:13][CH2:12][CH:11]=2)[CH:6]=[CH:7][C:8]=1[Cl:9]. The yield is 0.700. (10) The reactants are [F:1][CH:2]([F:21])[O:3][CH2:4][C@@H:5]1[CH2:9][N:8]([C:10]([O:12][C:13]([CH3:16])([CH3:15])[CH3:14])=[O:11])[C@H:7]([C:17]([O:19]C)=[O:18])[CH2:6]1.[Li+].[OH-].Cl. The catalyst is C1COCC1.CO. The product is [C:13]([O:12][C:10]([N:8]1[CH2:9][C@@H:5]([CH2:4][O:3][CH:2]([F:1])[F:21])[CH2:6][C@H:7]1[C:17]([OH:19])=[O:18])=[O:11])([CH3:16])([CH3:14])[CH3:15]. The yield is 0.990.